This data is from Reaction yield outcomes from USPTO patents with 853,638 reactions. The task is: Predict the reaction yield, written as a fraction of the theoretical maximum amount of product (1.0 means a 100% yield; for example, 0.34 means a 34% yield). (1) The reactants are [N:1]1([C:6]2[CH:13]=[CH:12][CH:11]=[CH:10][C:7]=2[CH:8]=[O:9])[CH:5]=[CH:4][CH:3]=[N:2]1.[F:14][C:15]([Si](C)(C)C)([F:17])[F:16]. The catalyst is C1COCC1.[F-].C([N+](CCCC)(CCCC)CCCC)CCC. The product is [F:14][C:15]([F:17])([F:16])[CH:8]([C:7]1[CH:10]=[CH:11][CH:12]=[CH:13][C:6]=1[N:1]1[CH:5]=[CH:4][CH:3]=[N:2]1)[OH:9]. The yield is 0.930. (2) The reactants are C([O:5][C:6]([CH:8]1[CH:12]([C:13]2[CH:18]=[CH:17][C:16]([F:19])=[C:15]([Cl:20])[CH:14]=2)[C:11]([C:23]2[CH:28]=[CH:27][C:26]([Cl:29])=[CH:25][C:24]=2[F:30])([C:21]#[N:22])[CH:10]([CH2:31][C:32]([CH3:35])([CH3:34])[CH3:33])[NH:9]1)=[O:7])(C)(C)C.[F:36][C:37]([F:42])([F:41])[C:38]([OH:40])=[O:39]. The catalyst is ClCCl. The product is [F:36][C:37]([F:42])([F:41])[C:38]([OH:40])=[O:39].[Cl:20][C:15]1[CH:14]=[C:13]([CH:12]2[C:11]([C:23]3[CH:28]=[CH:27][C:26]([Cl:29])=[CH:25][C:24]=3[F:30])([C:21]#[N:22])[CH:10]([CH2:31][C:32]([CH3:34])([CH3:35])[CH3:33])[NH:9][CH:8]2[C:6]([OH:7])=[O:5])[CH:18]=[CH:17][C:16]=1[F:19]. The yield is 0.900. (3) The reactants are [NH2:1][C:2]1[C:7]([S:8](Cl)(=[O:10])=[O:9])=[CH:6][C:5]([Br:12])=[CH:4][N:3]=1.[NH3:13]. The catalyst is O1CCOCC1. The product is [NH2:1][C:2]1[C:7]([S:8]([NH2:13])(=[O:10])=[O:9])=[CH:6][C:5]([Br:12])=[CH:4][N:3]=1. The yield is 0.890.